This data is from Full USPTO retrosynthesis dataset with 1.9M reactions from patents (1976-2016). The task is: Predict the reactants needed to synthesize the given product. (1) The reactants are: Br[CH2:2][C:3](=O)[C:4]([O:6][CH2:7][CH3:8])=[O:5].[C:10]([C:12]1[C:17]2[N:18]=[C:19]([C:21](=[S:23])[NH2:22])[O:20][C:16]=2[C:15]([F:24])=[C:14]([C:25]2[CH:30]=[CH:29][CH:28]=[CH:27][CH:26]=2)[C:13]=1[CH3:31])#[N:11].O.C1(C)C=CC(S(O)(=O)=O)=CC=1.C(=O)([O-])O.[Na+]. Given the product [C:10]([C:12]1[C:17]2[N:18]=[C:19]([C:21]3[S:23][CH:2]=[C:3]([C:4]([O:6][CH2:7][CH3:8])=[O:5])[N:22]=3)[O:20][C:16]=2[C:15]([F:24])=[C:14]([C:25]2[CH:30]=[CH:29][CH:28]=[CH:27][CH:26]=2)[C:13]=1[CH3:31])#[N:11], predict the reactants needed to synthesize it. (2) Given the product [O:12]1[CH2:13][CH2:14][NH:15][C:10]2[CH:9]=[C:8]([C:6]3[N:7]=[C:2]([NH:41][C:39]4[CH:38]=[CH:37][C:35]5[NH:36][C:32]([CH3:31])=[N:33][C:34]=5[CH:40]=4)[C:3]4[NH:21][N:20]=[CH:19][C:4]=4[N:5]=3)[CH:18]=[CH:17][C:11]1=2, predict the reactants needed to synthesize it. The reactants are: Cl[C:2]1[C:3]2[C:4](=[CH:19][N:20](CC3C=CC(OC)=CC=3)[N:21]=2)[N:5]=[C:6]([C:8]2[CH:18]=[CH:17][C:11]3[O:12][CH2:13][C:14](=O)[NH:15][C:10]=3[CH:9]=2)[N:7]=1.[CH3:31][C:32]1[NH:36][C:35]2[CH:37]=[CH:38][C:39]([NH2:41])=[CH:40][C:34]=2[N:33]=1.Cl. (3) Given the product [CH:14]12[CH2:22][CH:18]3[CH2:17][CH:16]([CH2:21][CH:20]([CH2:19]3)[NH:13]1)[CH2:15]2, predict the reactants needed to synthesize it. The reactants are: [N+](C1C=CC=CC=1S([N:13]1[CH:20]2[CH2:21][CH:16]3[CH2:17][CH:18]([CH2:22][CH:14]1[CH2:15]3)[CH2:19]2)(=O)=O)([O-])=O.C(=O)([O-])[O-].[K+].[K+].C1(C)C=CC=CC=1.C1(S)C=CC=CC=1. (4) Given the product [NH2:1][C:2]1[C:11]2[C:6](=[CH:7][CH:8]=[CH:9][C:10]=2[O:12][CH2:13][C:14]([CH3:19])([CH3:18])[C:15]([NH:34][CH:26]2[CH2:33][CH2:32][CH2:31][CH2:30][CH2:29][CH2:28][CH2:27]2)=[O:17])[N:5]=[C:4]([CH3:20])[C:3]=1[C:21]([O:23][CH2:24][CH3:25])=[O:22], predict the reactants needed to synthesize it. The reactants are: [NH2:1][C:2]1[C:11]2[C:6](=[CH:7][CH:8]=[CH:9][C:10]=2[O:12][CH2:13][C:14]([CH3:19])([CH3:18])[C:15]([OH:17])=O)[N:5]=[C:4]([CH3:20])[C:3]=1[C:21]([O:23][CH2:24][CH3:25])=[O:22].[CH:26]1([NH2:34])[CH2:33][CH2:32][CH2:31][CH2:30][CH2:29][CH2:28][CH2:27]1. (5) Given the product [NH2:1][C:2]1[N:6]([CH3:7])[C:5](=[O:8])[C:4]([C:21]2[CH:26]=[CH:25][C:24]([F:27])=[C:23]([C:31]3[CH:30]=[N:29][CH:34]=[CH:33][CH:32]=3)[CH:22]=2)([C:9]2[CH:14]=[CH:13][C:12]([S:15]([F:20])([F:19])([F:18])([F:17])[F:16])=[CH:11][CH:10]=2)[N:3]=1, predict the reactants needed to synthesize it. The reactants are: [NH2:1][C:2]1[N:6]([CH3:7])[C:5](=[O:8])[C:4]([C:21]2[CH:26]=[CH:25][C:24]([F:27])=[C:23](Br)[CH:22]=2)([C:9]2[CH:14]=[CH:13][C:12]([S:15]([F:20])([F:19])([F:18])([F:17])[F:16])=[CH:11][CH:10]=2)[N:3]=1.[N:29]1[CH:34]=[CH:33][CH:32]=[C:31](B(O)O)[CH:30]=1. (6) The reactants are: C(OC([N:8]1[CH2:12][CH2:11][C@H:10]([C:13]([OH:15])=O)[CH2:9]1)=O)(C)(C)C.[F:16][CH:17]([F:20])[CH2:18][NH2:19].CN(C(ON1N=NC2C=CC=NC1=2)=[N+](C)C)C.F[P-](F)(F)(F)(F)F.C(N(CC)C(C)C)(C)C.[ClH:54]. Given the product [ClH:54].[F:16][CH:17]([F:20])[CH2:18][NH:19][C:13]([C@H:10]1[CH2:11][CH2:12][NH:8][CH2:9]1)=[O:15], predict the reactants needed to synthesize it.